Task: Predict the product of the given reaction.. Dataset: Forward reaction prediction with 1.9M reactions from USPTO patents (1976-2016) (1) Given the reactants [F:1][C:2]1[CH:30]=[CH:29][C:5]([C:6]([NH:8][C@H:9]2[C:17]3[C:12](=[CH:13][CH:14]=[C:15]([N:18]4[CH2:23][CH2:22][N:21]([CH:24]5[CH2:27][O:26][CH2:25]5)[CH2:20][CH2:19]4)[CH:16]=3)[CH2:11][C@@H:10]2[OH:28])=[O:7])=[CH:4][CH:3]=1.N1(C2C=CN=CC=2)CCCC1.[CH3:42][N:43]=[C:44]=[O:45], predict the reaction product. The product is: [F:1][C:2]1[CH:3]=[CH:4][C:5]([C:6]([NH:8][C@H:9]2[C:17]3[C:12](=[CH:13][CH:14]=[C:15]([N:18]4[CH2:19][CH2:20][N:21]([CH:24]5[CH2:27][O:26][CH2:25]5)[CH2:22][CH2:23]4)[CH:16]=3)[CH2:11][C@@H:10]2[O:28][C:44](=[O:45])[NH:43][CH3:42])=[O:7])=[CH:29][CH:30]=1. (2) Given the reactants [Cl:1][C:2]1[N:7]=[C:6](Cl)[CH:5]=[C:4]([C:9]2[CH:14]=[CH:13][CH:12]=[CH:11][CH:10]=2)[N:3]=1.CCN(C(C)C)C(C)C.Cl.[CH:25]1([NH2:29])[CH2:28][CH2:27][CH2:26]1, predict the reaction product. The product is: [Cl:1][C:2]1[N:7]=[C:6]([NH:29][CH:25]2[CH2:28][CH2:27][CH2:26]2)[CH:5]=[C:4]([C:9]2[CH:14]=[CH:13][CH:12]=[CH:11][CH:10]=2)[N:3]=1. (3) Given the reactants [CH3:1][C:2]1[CH:7]=[CH:6][N:5]=[C:4]([NH:8][C:9]([NH2:11])=[S:10])[CH:3]=1.Br[CH:13]([CH:16]=O)[CH:14]=[O:15].C([O-])(=O)C.[Na+], predict the reaction product. The product is: [CH3:1][C:2]1[CH:7]=[CH:6][N:5]=[C:4]([NH:8][C:9]2[S:10][C:13]([CH:14]=[O:15])=[CH:16][N:11]=2)[CH:3]=1.